From a dataset of Full USPTO retrosynthesis dataset with 1.9M reactions from patents (1976-2016). Predict the reactants needed to synthesize the given product. (1) Given the product [OH:41][C@H:31]([CH2:32][O:33][C:34]1[CH:39]=[CH:38][C:37]([OH:40])=[CH:36][CH:35]=1)[CH2:30][NH:29][CH:2]1[CH2:7][CH2:6][N:5]([C:8]2[CH:9]=[CH:10][C:11]([NH:14][S:15]([C:18]3[S:19][C:20]([C:23]4[CH:28]=[CH:27][CH:26]=[CH:25][N:24]=4)=[CH:21][CH:22]=3)(=[O:16])=[O:17])=[CH:12][CH:13]=2)[CH2:4][CH2:3]1, predict the reactants needed to synthesize it. The reactants are: O=[C:2]1[CH2:7][CH2:6][N:5]([C:8]2[CH:13]=[CH:12][C:11]([NH:14][S:15]([C:18]3[S:19][C:20]([C:23]4[CH:28]=[CH:27][CH:26]=[CH:25][N:24]=4)=[CH:21][CH:22]=3)(=[O:17])=[O:16])=[CH:10][CH:9]=2)[CH2:4][CH2:3]1.[NH2:29][CH2:30][C@H:31]([OH:41])[CH2:32][O:33][C:34]1[CH:39]=[CH:38][C:37]([OH:40])=[CH:36][CH:35]=1. (2) Given the product [Cl:29][CH2:30][C:31]([NH:1][C:2]1[CH:10]=[CH:9][CH:8]=[C:7]2[C:3]=1[C:4](=[O:28])[N:5]([CH:12]([C:17]1[CH:22]=[CH:21][C:20]([O:23][CH3:24])=[C:19]([O:25][CH2:26][CH3:27])[CH:18]=1)[CH2:13][C:14](=[O:16])[CH3:15])[C:6]2=[O:11])=[O:32], predict the reactants needed to synthesize it. The reactants are: [NH2:1][C:2]1[CH:10]=[CH:9][CH:8]=[C:7]2[C:3]=1[C:4](=[O:28])[N:5]([CH:12]([C:17]1[CH:22]=[CH:21][C:20]([O:23][CH3:24])=[C:19]([O:25][CH2:26][CH3:27])[CH:18]=1)[CH2:13][C:14](=[O:16])[CH3:15])[C:6]2=[O:11].[Cl:29][CH2:30][C:31](Cl)=[O:32]. (3) Given the product [ClH:42].[F:41][C:2]([F:1])([F:40])[C:3]1[CH:4]=[C:5]([C@@H:13]([N:15]([CH3:39])[C:16]([N:18]2[CH2:30][CH2:29][C@:21]3([NH:25][C@H:24]([C:26]([NH2:28])=[O:27])[CH2:23][CH2:22]3)[CH2:20][C@@H:19]2[C:31]2[CH:36]=[CH:35][C:34]([F:37])=[CH:33][C:32]=2[CH3:38])=[O:17])[CH3:14])[CH:6]=[C:7]([C:9]([F:10])([F:11])[F:12])[CH:8]=1, predict the reactants needed to synthesize it. The reactants are: [F:1][C:2]([F:41])([F:40])[C:3]1[CH:4]=[C:5]([C@@H:13]([N:15]([CH3:39])[C:16]([N:18]2[CH2:30][CH2:29][C@:21]3([NH:25][C@H:24]([C:26]([NH2:28])=[O:27])[CH2:23][CH2:22]3)[CH2:20][C@@H:19]2[C:31]2[CH:36]=[CH:35][C:34]([F:37])=[CH:33][C:32]=2[CH3:38])=[O:17])[CH3:14])[CH:6]=[C:7]([C:9]([F:12])([F:11])[F:10])[CH:8]=1.[ClH:42]. (4) Given the product [Br:14][C:15]1[C:20]([C:21]([OH:23])=[O:22])=[CH:19][N:18]=[CH:17][CH:16]=1, predict the reactants needed to synthesize it. The reactants are: C([Li])CCC.C(NC(C)C)(C)C.Cl.[Br:14][C:15]1[CH:20]=[CH:19][N:18]=[CH:17][CH:16]=1.[C:21](=[O:23])=[O:22]. (5) The reactants are: [F:1][C:2]1[CH:11]=[CH:10][C:9]([O:12][CH3:13])=[C:8]2[C:3]=1[CH2:4][CH2:5][CH:6]([C:15]([O:17][CH3:18])=[O:16])[CH:7]2O.O.C1(C)C=CC(S(O)(=O)=O)=CC=1. Given the product [F:1][C:2]1[CH:11]=[CH:10][C:9]([O:12][CH3:13])=[C:8]2[C:3]=1[CH2:4][CH2:5][C:6]([C:15]([O:17][CH3:18])=[O:16])=[CH:7]2, predict the reactants needed to synthesize it. (6) Given the product [Br:1][C:2]1[C:10]2[NH:9][C:8]3[CH2:11][CH2:12][NH:13][CH2:14][C:7]=3[C:6]=2[C:5]([Br:20])=[CH:4][CH:3]=1, predict the reactants needed to synthesize it. The reactants are: [Br:1][C:2]1[C:10]2[NH:9][C:8]3[CH2:11][CH2:12][N:13](C(OCC)=O)[CH2:14][C:7]=3[C:6]=2[C:5]([Br:20])=[CH:4][CH:3]=1.[OH-].[K+].